This data is from Forward reaction prediction with 1.9M reactions from USPTO patents (1976-2016). The task is: Predict the product of the given reaction. (1) The product is: [CH:15]1([CH2:14][CH:13]([C:20]2[CH:21]=[CH:22][C:23]([O:26][C:27]3[CH:32]=[CH:31][CH:30]=[CH:29][CH:28]=3)=[CH:24][CH:25]=2)[C:12]([NH:11][C:8]2[S:9][CH:10]=[C:6]([CH2:4][OH:3])[N:7]=2)=[O:33])[CH2:16][CH2:17][CH2:18][CH2:19]1. Given the reactants C([O:3][C:4]([C:6]1[N:7]=[C:8]([NH:11][C:12](=[O:33])[CH:13]([C:20]2[CH:25]=[CH:24][C:23]([O:26][C:27]3[CH:32]=[CH:31][CH:30]=[CH:29][CH:28]=3)=[CH:22][CH:21]=2)[CH2:14][CH:15]2[CH2:19][CH2:18][CH2:17][CH2:16]2)[S:9][CH:10]=1)=O)C.[H-].[Al+3].[Li+].[H-].[H-].[H-], predict the reaction product. (2) Given the reactants [OH-].[Na+].Br[CH2:4][C@H:5]([C:7]1[CH:12]=[CH:11][C:10]([Br:13])=[CH:9][CH:8]=1)[OH:6], predict the reaction product. The product is: [Br:13][C:10]1[CH:11]=[CH:12][C:7]([C@H:5]2[CH2:4][O:6]2)=[CH:8][CH:9]=1. (3) Given the reactants [C:1](Cl)(=[O:5])[C:2](Cl)=O.CN(C)C=O.[CH2:12]([O:14][C:15]([C:17]1[N:18]=[CH:19][N:20]([C:22]2[CH:23]=[C:24]3[C:28](=[CH:29][CH:30]=2)[N:27]([CH:31]([CH3:33])[CH3:32])[CH:26]=C3)[CH:21]=1)=[O:16])[CH3:13], predict the reaction product. The product is: [CH2:12]([O:14][C:15]([C:17]1[N:18]=[CH:19][N:20]([C:22]2[CH:30]=[C:29]3[C:28](=[CH:24][CH:23]=2)[N:27]([CH:31]([CH3:32])[CH3:33])[CH:26]=[C:2]3[CH:1]=[O:5])[CH:21]=1)=[O:16])[CH3:13]. (4) Given the reactants [Cl:1][C:2]1[C:3](F)=[CH:4][C:5](F)=[C:6]([CH:14]=1)[C:7]([NH:9][S:10]([CH3:13])(=[O:12])=[O:11])=[O:8].Cl[C:18]1[CH:19]=[C:20]([CH:28]=[CH:29][C:30]=1F)[C:21](NS(C)(=O)=O)=[O:22], predict the reaction product. The product is: [C:20]12([CH2:21][O:22][C:3]3[CH:4]=[CH:5][C:6]([C:7]([NH:9][S:10]([CH3:13])(=[O:12])=[O:11])=[O:8])=[CH:14][C:2]=3[Cl:1])[CH2:28][CH:29]3[CH2:5][CH:6]([CH2:14][CH:18]([CH2:30]3)[CH2:19]1)[CH2:7]2.